Task: Predict the product of the given reaction.. Dataset: Forward reaction prediction with 1.9M reactions from USPTO patents (1976-2016) (1) Given the reactants [NH2:1][C:2]1[N:3]=[C:4]([CH3:19])[C:5]2[CH:11]=[C:10](Br)[C:9](=[O:13])[N:8]([CH:14]3[CH2:18][CH2:17][CH2:16][CH2:15]3)[C:6]=2[N:7]=1.CC1(C)C(C)(C)OB([C:28]2[CH:29]=[N:30][N:31](C(OC(C)(C)C)=O)[CH:32]=2)O1.C(=O)([O-])[O-].[K+].[K+], predict the reaction product. The product is: [NH2:1][C:2]1[N:3]=[C:4]([CH3:19])[C:5]2[CH:11]=[C:10]([C:28]3[CH:29]=[N:30][NH:31][CH:32]=3)[C:9](=[O:13])[N:8]([CH:14]3[CH2:18][CH2:17][CH2:16][CH2:15]3)[C:6]=2[N:7]=1. (2) Given the reactants CS([Cl:5])(=O)=O.[Cl:6][C:7]1[CH:8]=[CH:9][C:10]([O:15][CH2:16][O:17][CH2:18][CH2:19][O:20][CH3:21])=[C:11]([CH2:13]O)[CH:12]=1, predict the reaction product. The product is: [Cl:6][C:7]1[CH:8]=[CH:9][C:10]([O:15][CH2:16][O:17][CH2:18][CH2:19][O:20][CH3:21])=[C:11]([CH2:13][Cl:5])[CH:12]=1. (3) Given the reactants [H-].[Na+].C(OP([CH2:11][C:12]([O:14][CH2:15][CH3:16])=[O:13])(OCC)=O)C.[CH2:17]([O:24][C:25]1[CH:32]=[CH:31][C:28]([CH:29]=O)=[C:27]([O:33][CH2:34][O:35][CH3:36])[CH:26]=1)[C:18]1[CH:23]=[CH:22][CH:21]=[CH:20][CH:19]=1.O, predict the reaction product. The product is: [CH2:17]([O:24][C:25]1[CH:32]=[CH:31][C:28]([CH:29]=[CH:11][C:12]([O:14][CH2:15][CH3:16])=[O:13])=[C:27]([O:33][CH2:34][O:35][CH3:36])[CH:26]=1)[C:18]1[CH:19]=[CH:20][CH:21]=[CH:22][CH:23]=1. (4) The product is: [CH3:31][O:32][CH2:33][N:3]1[CH:4]=[CH:5][S:1][C:2]1=[N:6][C:7]1[N:12]=[C:11]([C:13]([O:15][CH3:16])=[O:14])[CH:10]=[CH:9][CH:8]=1. Given the reactants [S:1]1[CH:5]=[CH:4][N:3]=[C:2]1[NH:6][C:7]1[N:12]=[C:11]([C:13]([O:15][CH3:16])=[O:14])[CH:10]=[CH:9][CH:8]=1.C(N(CC)C(C)C)(C)C.C(Cl)(Cl)Cl.C[CH2:31][O:32][CH2:33]C, predict the reaction product. (5) Given the reactants [C:1]([C:5]1[CH:10]=[CH:9][C:8]([S:11]([NH:14][C:15]2[CH:20]=[C:19](F)[C:18](Cl)=[CH:17][C:16]=2[C:23]2[N:27]([CH3:28])[C:26]([CH2:29][CH3:30])=[N:25][N:24]=2)(=[O:13])=[O:12])=[CH:7][CH:6]=1)([CH3:4])([CH3:3])[CH3:2].[C:31]([Cu])#[N:32].CN(C=O)C, predict the reaction product. The product is: [C:1]([C:5]1[CH:10]=[CH:9][C:8]([S:11]([NH:14][C:15]2[CH:20]=[CH:19][C:18]([C:31]#[N:32])=[CH:17][C:16]=2[C:23]2[N:27]([CH3:28])[C:26]([CH2:29][CH3:30])=[N:25][N:24]=2)(=[O:13])=[O:12])=[CH:7][CH:6]=1)([CH3:4])([CH3:3])[CH3:2]. (6) Given the reactants [F:1][C:2]1[CH:9]=[CH:8][C:5]([CH:6]=O)=[CH:4][CH:3]=1.[CH3:10][NH2:11].[BH4-].[Na+], predict the reaction product. The product is: [F:1][C:2]1[CH:9]=[CH:8][C:5]([CH2:6][NH:11][CH3:10])=[CH:4][CH:3]=1. (7) Given the reactants [OH:1][C@H:2]1[CH2:6][CH2:5][N:4]([CH2:7][CH:8]([N:25]([CH3:41])[C:26](=[O:40])[CH:27]([C:34]2[CH:39]=[CH:38][CH:37]=[CH:36][CH:35]=2)[C:28]2[CH:33]=[CH:32][CH:31]=[CH:30][CH:29]=2)[C:9]2[CH:14]=[CH:13][C:12](OCCOC3CCCCO3)=[CH:11][CH:10]=2)[CH2:3]1.C[C:43]1[CH:48]=CC(S(O)(=O)=O)=CC=1.C[OH:54], predict the reaction product. The product is: [OH:54][CH2:48][CH2:43][C:12]1[CH:13]=[CH:14][C:9]([CH:8]([N:25]([CH3:41])[C:26](=[O:40])[CH:27]([C:28]2[CH:29]=[CH:30][CH:31]=[CH:32][CH:33]=2)[C:34]2[CH:39]=[CH:38][CH:37]=[CH:36][CH:35]=2)[CH2:7][N:4]2[CH2:5][CH2:6][C@H:2]([OH:1])[CH2:3]2)=[CH:10][CH:11]=1. (8) Given the reactants Br[C:2]1[CH:3]=[C:4]([CH:7]=[C:8]([Cl:10])[CH:9]=1)[CH:5]=[O:6].CC1(C)C(C)(C)OB([C:19]2[CH:20]=[CH:21][C:22]([C:25]([NH:27][CH2:28][CH2:29][C:30]([O:32][CH2:33][CH3:34])=[O:31])=[O:26])=[N:23][CH:24]=2)O1.C([O-])([O-])=O.[K+].[K+].O, predict the reaction product. The product is: [Cl:10][C:8]1[CH:9]=[C:2]([C:19]2[CH:20]=[CH:21][C:22]([C:25]([NH:27][CH2:28][CH2:29][C:30]([O:32][CH2:33][CH3:34])=[O:31])=[O:26])=[N:23][CH:24]=2)[CH:3]=[C:4]([CH:5]=[O:6])[CH:7]=1. (9) Given the reactants [CH:1]([C:4]1[CH:5]=[CH:6][C:7](=O)[NH:8][N:9]=1)([CH3:3])[CH3:2].P(Cl)(Cl)([Cl:13])=O, predict the reaction product. The product is: [Cl:13][C:7]1[N:8]=[N:9][C:4]([CH:1]([CH3:3])[CH3:2])=[CH:5][CH:6]=1.